Task: Predict the reaction yield, written as a fraction of the theoretical maximum amount of product (1.0 means a 100% yield; for example, 0.34 means a 34% yield).. Dataset: Reaction yield outcomes from USPTO patents with 853,638 reactions (1) The reactants are [ClH:1].[C:2]([C:6]1[CH:11]=[CH:10][C:9]([C:12]2[CH:13]=[C:14]([CH:19]=[CH:20][N:21]=2)[C:15]([O:17][CH3:18])=[O:16])=[CH:8][CH:7]=1)([CH3:5])([CH3:4])[CH3:3]. The catalyst is CO.[Pt](=O)=O. The product is [ClH:1].[C:2]([C:6]1[CH:11]=[CH:10][C:9]([CH:12]2[CH2:13][CH:14]([C:15]([O:17][CH3:18])=[O:16])[CH2:19][CH2:20][NH:21]2)=[CH:8][CH:7]=1)([CH3:5])([CH3:3])[CH3:4]. The yield is 0.990. (2) The reactants are [C:1]([CH2:3][CH2:4][NH:5][C:6](=[O:12])[O:7][C:8]([CH3:11])([CH3:10])[CH3:9])#[N:2].C(O)C.[NH2:16][OH:17]. The product is [OH:17][NH:16][C:1](=[NH:2])[CH2:3][CH2:4][NH:5][C:6](=[O:12])[O:7][C:8]([CH3:9])([CH3:10])[CH3:11]. The yield is 0.920. The catalyst is CCOCC. (3) The reactants are [CH2:1]([O:8][C@H:9]1[C@H:16]([O:17][CH2:18][C:19]2[CH:24]=[CH:23][CH:22]=[CH:21][CH:20]=2)[C@@H:15]([CH2:25][O:26][Si:27]([C:40]([CH3:43])([CH3:42])[CH3:41])([C:34]2[CH:39]=[CH:38][CH:37]=[CH:36][CH:35]=2)[C:28]2[CH:33]=[CH:32][CH:31]=[CH:30][CH:29]=2)[O:14][C@@H:11]([O:12][CH3:13])[C@@H:10]1[OH:44])[C:2]1[CH:7]=[CH:6][CH:5]=[CH:4][CH:3]=1.[H-].[Na+].[Cl:47][C:48]1[CH:55]=[CH:54][C:51]([CH2:52]Cl)=[CH:50][CH:49]=1. No catalyst specified. The product is [CH2:1]([O:8][C@H:9]1[C@H:16]([O:17][CH2:18][C:19]2[CH:24]=[CH:23][CH:22]=[CH:21][CH:20]=2)[C@@H:15]([CH2:25][O:26][Si:27]([C:40]([CH3:41])([CH3:43])[CH3:42])([C:28]2[CH:29]=[CH:30][CH:31]=[CH:32][CH:33]=2)[C:34]2[CH:39]=[CH:38][CH:37]=[CH:36][CH:35]=2)[O:14][C@@H:11]([O:12][CH3:13])[C@@H:10]1[O:44][CH2:52][C:51]1[CH:54]=[CH:55][C:48]([Cl:47])=[CH:49][CH:50]=1)[C:2]1[CH:7]=[CH:6][CH:5]=[CH:4][CH:3]=1. The yield is 0.480. (4) The reactants are [Br:1][C:2]1[CH:7]=[CH:6][C:5]([NH:8][C:9]([NH:11][NH:12][C:13](=O)[CH2:14][CH:15]2[CH2:18][N:17]([C:19]([CH:21]3[CH2:23][CH2:22]3)=[O:20])[CH2:16]2)=[O:10])=[CH:4][CH:3]=1.C(=O)([O-])[O-].[K+].[K+]. The catalyst is O. The product is [Br:1][C:2]1[CH:7]=[CH:6][C:5]([N:8]2[C:13]([CH2:14][CH:15]3[CH2:18][N:17]([C:19]([CH:21]4[CH2:23][CH2:22]4)=[O:20])[CH2:16]3)=[N:12][NH:11][C:9]2=[O:10])=[CH:4][CH:3]=1. The yield is 0.387. (5) The reactants are [CH3:1][O:2][C:3]1[C:38]([O:39][CH2:40][CH2:41][CH2:42][O:43][C:44]2[C:45]([O:72][CH3:73])=[CH:46][C:47]3[C:53](=[O:54])[N:52]4[CH:55]=[C:56]([C:58]5[CH:63]=[CH:62][C:61]([N:64]6[CH2:69][CH2:68][N:67]([CH3:70])[CH2:66][CH2:65]6)=[CH:60][CH:59]=5)[CH2:57][C@H:51]4[CH:50]=[N:49][C:48]=3[CH:71]=2)=[CH:37][C:6]2[N:7]=[CH:8][C@@H:9]3[CH2:15][C:14](/[CH:16]=[CH:17]/[CH2:18][NH:19]C(=O)OCC4C5C=CC=CC=5C5C4=CC=CC=5)=[CH:13][N:10]3[C:11](=[O:12])[C:5]=2[CH:4]=1. The catalyst is N1CCCCC1.CN(C=O)C.C(Cl)Cl. The product is [NH2:19][CH2:18]/[CH:17]=[CH:16]/[C:14]1[CH2:15][C@H:9]2[CH:8]=[N:7][C:6]3[CH:37]=[C:38]([O:39][CH2:40][CH2:41][CH2:42][O:43][C:44]4[C:45]([O:72][CH3:73])=[CH:46][C:47]5[C:53](=[O:54])[N:52]6[CH:55]=[C:56]([C:58]7[CH:63]=[CH:62][C:61]([N:64]8[CH2:65][CH2:66][N:67]([CH3:70])[CH2:68][CH2:69]8)=[CH:60][CH:59]=7)[CH2:57][C@H:51]6[CH:50]=[N:49][C:48]=5[CH:71]=4)[C:3]([O:2][CH3:1])=[CH:4][C:5]=3[C:11](=[O:12])[N:10]2[CH:13]=1. The yield is 0.0700. (6) The reactants are [F:1][C:2]([F:13])([F:12])[C:3]1[NH:4][C:5]2[CH:11]=[CH:10][CH:9]=[CH:8][C:6]=2[N:7]=1.[H-].[Na+].Br[CH2:17][CH2:18][CH2:19][CH2:20][B:21]([OH:23])[OH:22]. The catalyst is CN(C)C=O. The product is [F:13][C:2]([F:1])([F:12])[C:3]1[N:4]([CH2:17][CH2:18][CH2:19][CH2:20][B:21]([OH:23])[OH:22])[C:5]2[CH:11]=[CH:10][CH:9]=[CH:8][C:6]=2[N:7]=1. The yield is 0.530.